This data is from Forward reaction prediction with 1.9M reactions from USPTO patents (1976-2016). The task is: Predict the product of the given reaction. (1) Given the reactants [S:1]1[CH2:6][CH2:5][CH:4]([C:7]#N)[CH2:3][CH2:2]1.[C:9]1([Mg]Br)[CH:14]=[CH:13][CH:12]=[CH:11][CH:10]=1.CC[O:19]CC.Cl, predict the reaction product. The product is: [C:9]1([C:7]([CH:4]2[CH2:5][CH2:6][S:1][CH2:2][CH2:3]2)=[O:19])[CH:14]=[CH:13][CH:12]=[CH:11][CH:10]=1. (2) Given the reactants CC1(C)[N:6]([C:7]([O:9][C:10]([CH3:13])([CH3:12])[CH3:11])=[O:8])[C@@H:5]([CH2:14][C@H:15]2[CH2:20][CH2:19][C:18](=[O:21])[N:17]([CH3:22])[CH2:16]2)[CH2:4][O:3]1.CC1C=CC(S(O)(=O)=O)=CC=1.CC(OC(OC(OC(C)(C)C)=O)=O)(C)C, predict the reaction product. The product is: [OH:3][CH2:4][C@@H:5]([NH:6][C:7](=[O:8])[O:9][C:10]([CH3:12])([CH3:11])[CH3:13])[CH2:14][C@H:15]1[CH2:20][CH2:19][C:18](=[O:21])[N:17]([CH3:22])[CH2:16]1. (3) Given the reactants ClCCl.C(=O)(O)[O-].[Na+].[NH:9]1[CH2:13][CH2:12][C@H:11]([OH:14])[CH2:10]1.Cl[C:16]([O:18][CH2:19][C:20]([CH3:23])([CH3:22])[CH3:21])=[O:17], predict the reaction product. The product is: [OH:14][C@H:11]1[CH2:12][CH2:13][N:9]([C:16]([O:18][CH2:19][C:20]([CH3:23])([CH3:22])[CH3:21])=[O:17])[CH2:10]1. (4) Given the reactants [CH3:1][O:2][CH2:3][CH2:4][O:5][C:6]1[CH:11]=[CH:10][C:9](/[CH:12]=[CH:13]/[C:14]([O:16]CC)=[O:15])=[C:8]([O:19][C:20]2[CH:25]=[C:24]([C:26]([F:29])([F:28])[F:27])[CH:23]=[CH:22][C:21]=2[N+:30]([O-:32])=[O:31])[CH:7]=1.[OH-].[Na+], predict the reaction product. The product is: [CH3:1][O:2][CH2:3][CH2:4][O:5][C:6]1[CH:11]=[CH:10][C:9](/[CH:12]=[CH:13]/[C:14]([OH:16])=[O:15])=[C:8]([O:19][C:20]2[CH:25]=[C:24]([C:26]([F:27])([F:28])[F:29])[CH:23]=[CH:22][C:21]=2[N+:30]([O-:32])=[O:31])[CH:7]=1.